This data is from Forward reaction prediction with 1.9M reactions from USPTO patents (1976-2016). The task is: Predict the product of the given reaction. (1) Given the reactants [SH:1][CH2:2][CH2:3][C:4]([OH:6])=O.ON1C2C=CC=CC=2N=N1.C1(N=C=NC2CCCCC2)CCCCC1.[NH2:32][C@H:33]([CH2:37][OH:38])[C@@H:34]([CH3:36])[OH:35], predict the reaction product. The product is: [OH:38][CH2:37][C@@H:33]([NH:32][C:4](=[O:6])[CH2:3][CH2:2][SH:1])[C@H:34]([OH:35])[CH3:36]. (2) Given the reactants [C:1]([O:5][C:6]([NH:8][C:9]([CH3:14])([C:11]([OH:13])=[O:12])[CH3:10])=[O:7])([CH3:4])([CH3:3])[CH3:2].C(=O)([O-])[O-].[Cs+:19].[Cs+], predict the reaction product. The product is: [C:1]([O:5][C:6]([NH:8][C:9]([CH3:14])([CH3:10])[C:11]([O-:13])=[O:12])=[O:7])([CH3:4])([CH3:2])[CH3:3].[Cs+:19]. (3) Given the reactants [C:1]([O:5][C:6]([N:8]1[CH2:13][C@@H:12]([N:14]([C:19]([C:21]2[N:22]=[N:23][N:24]([C:32]3[CH:37]=[CH:36][CH:35]=[CH:34][CH:33]=3)[C:25]=2[CH2:26][CH2:27][CH2:28][CH2:29][O:30][CH3:31])=O)[CH2:15][CH:16]([CH3:18])[CH3:17])[CH2:11][C@@H:10](C(O)=O)[CH2:9]1)=[O:7])([CH3:4])([CH3:3])[CH3:2].C1(P([N:55]=[N+]=[N-])(C2C=CC=CC=2)=O)C=CC=CC=1.[Na].[OH-:59], predict the reaction product. The product is: [NH2:55][C@@H:10]1[CH2:11][C@H:12]([N:14]([C:19]([C:21]2[N:22]=[N:23][N:24]([C:32]3[CH:37]=[CH:36][CH:35]=[CH:34][CH:33]=3)[C:25]=2[CH2:26][CH2:27][CH2:28][CH2:29][O:30][CH3:31])=[O:59])[CH2:15][CH:16]([CH3:18])[CH3:17])[CH2:13][N:8]([C:6]([O:5][C:1]([CH3:4])([CH3:3])[CH3:2])=[O:7])[CH2:9]1. (4) The product is: [CH3:44][O:43][C:39]1[CH:38]=[C:37]2[C:42]([C:33]([O:32][CH2:31][C:30]3[N:26]4[N:27]=[C:22]([C:19]5[CH:20]=[CH:21][C:16]([Br:15])=[CH:17][CH:18]=5)[CH:23]=[N:24][C:25]4=[N:28][N:29]=3)=[CH:34][CH:35]=[N:36]2)=[CH:41][CH:40]=1. Given the reactants N(C1N=NC(C2C=CC=CC=2)=CN=1)N.[Br:15][C:16]1[CH:21]=[CH:20][C:19]([C:22]2[N:27]=[N:26][C:25]([NH:28][NH:29][C:30](=O)[CH2:31][O:32][C:33]3[C:42]4[C:37](=[CH:38][C:39]([O:43][CH3:44])=[CH:40][CH:41]=4)[N:36]=[CH:35][CH:34]=3)=[N:24][CH:23]=2)=[CH:18][CH:17]=1.N1C2C(=CC(CC(O)=O)=CC=2)C=CC=1.COC1C=C2C(C(OCC(O)=O)=CC=N2)=CC=1, predict the reaction product.